This data is from Forward reaction prediction with 1.9M reactions from USPTO patents (1976-2016). The task is: Predict the product of the given reaction. (1) Given the reactants [OH:1][C@@H:2]([C@H:4]1[C:24](=[O:25])[N:6]2[C:7]([C:21]([O-:23])=[O:22])=[C:8]([S:11]/[CH:12]=[CH:13]\[C:14]3[S:18][CH:17]=[N:16][C:15]=3[CH2:19][OH:20])[C@H:9]([CH3:10])[C@H:5]12)[CH3:3].[Na+].[C:27]([O:30][CH2:31]Br)(=[O:29])[CH3:28], predict the reaction product. The product is: [OH:1][C@@H:2]([C@H:4]1[C:24](=[O:25])[N:6]2[C:7]([C:21]([O:23][CH2:31][O:30][C:27](=[O:29])[CH3:28])=[O:22])=[C:8]([S:11]/[CH:12]=[CH:13]\[C:14]3[S:18][CH:17]=[N:16][C:15]=3[CH2:19][OH:20])[C@H:9]([CH3:10])[C@H:5]12)[CH3:3]. (2) Given the reactants [Cl:1][C:2]1[CH:7]=[CH:6][C:5]([C:8]2[C:9]([O:17][CH2:18][CH2:19][O:20][CH3:21])=[N:10][CH:11]=[C:12]([CH:16]=2)[C:13]([OH:15])=O)=[CH:4][C:3]=1[F:22].[F:23][C:24]([F:33])([F:32])[C:25]1[N:29]=[C:28]([CH2:30][NH2:31])[O:27][N:26]=1, predict the reaction product. The product is: [Cl:1][C:2]1[CH:7]=[CH:6][C:5]([C:8]2[C:9]([O:17][CH2:18][CH2:19][O:20][CH3:21])=[N:10][CH:11]=[C:12]([CH:16]=2)[C:13]([NH:31][CH2:30][C:28]2[O:27][N:26]=[C:25]([C:24]([F:33])([F:32])[F:23])[N:29]=2)=[O:15])=[CH:4][C:3]=1[F:22]. (3) The product is: [F:8][C:7]1[CH:6]=[C:5]([N+:9]([O-:11])=[O:10])[C:4]([NH:22][C@H:20]([C:17]2[CH:18]=[CH:19][C:14]([F:13])=[CH:15][CH:16]=2)[CH3:21])=[N:3][C:2]=1[F:1]. Given the reactants [F:1][C:2]1[C:7]([F:8])=[CH:6][C:5]([N+:9]([O-:11])=[O:10])=[C:4](F)[N:3]=1.[F:13][C:14]1[CH:19]=[CH:18][C:17]([C@@H:20]([NH2:22])[CH3:21])=[CH:16][CH:15]=1, predict the reaction product. (4) Given the reactants [CH3:1][N:2]1[CH2:7][CH2:6][N:5]([S:8]([C:11]2[CH:16]=[CH:15][C:14]([NH:17][C:18]3[N:23]=[CH:22][C:21]([NH2:24])=[CH:20][N:19]=3)=[CH:13][CH:12]=2)(=[O:10])=[O:9])[CH2:4][CH2:3]1.[Cl:25][C:26]1[CH:34]=[CH:33][CH:32]=[C:31]([Cl:35])[C:27]=1[C:28](Cl)=[O:29], predict the reaction product. The product is: [Cl:25][C:26]1[CH:34]=[CH:33][CH:32]=[C:31]([Cl:35])[C:27]=1[C:28]([NH:24][C:21]1[CH:22]=[N:23][C:18]([NH:17][C:14]2[CH:15]=[CH:16][C:11]([S:8]([N:5]3[CH2:6][CH2:7][N:2]([CH3:1])[CH2:3][CH2:4]3)(=[O:9])=[O:10])=[CH:12][CH:13]=2)=[N:19][CH:20]=1)=[O:29]. (5) Given the reactants O.Cl.[NH:3]1[CH2:8][CH2:7][C:6](=[O:9])[CH2:5][CH2:4]1.[C:10](=[O:13])([O-])[O-:11].[Na+].[Na+].[CH:16]1[C:28]2[CH:27]([CH2:29]OC3CC(=O)NC3=O)[C:26]3[C:21](=[CH:22][CH:23]=[CH:24][CH:25]=3)[C:20]=2[CH:19]=[CH:18][CH:17]=1, predict the reaction product. The product is: [CH:16]1[C:28]2[CH:27]([CH2:29][O:11][C:10]([N:3]3[CH2:8][CH2:7][C:6](=[O:9])[CH2:5][CH2:4]3)=[O:13])[C:26]3[C:21](=[CH:22][CH:23]=[CH:24][CH:25]=3)[C:20]=2[CH:19]=[CH:18][CH:17]=1. (6) Given the reactants [C:1]([Cl:6])(=O)[C:2](Cl)=[O:3].[CH3:7][O:8][C:9]1[CH:19]=[CH:18][C:12]([CH2:13][NH:14][CH2:15][C:16]#[N:17])=[CH:11][CH:10]=1.[ClH:20].C(N(CC)CC)C, predict the reaction product. The product is: [Cl:6][C:1]1[C:2](=[O:3])[N:14]([CH2:13][C:12]2[CH:18]=[CH:19][C:9]([O:8][CH3:7])=[CH:10][CH:11]=2)[CH:15]=[C:16]([Cl:20])[N:17]=1.